From a dataset of Full USPTO retrosynthesis dataset with 1.9M reactions from patents (1976-2016). Predict the reactants needed to synthesize the given product. (1) Given the product [CH3:6][O:7][C:8]1[CH:9]=[C:10]2[C:15](=[CH:16][CH:17]=1)[C:14](=[O:18])[CH:13]([CH2:19][C:20]([O:22][CH2:23][CH3:24])=[O:21])[CH2:12][CH2:11]2, predict the reactants needed to synthesize it. The reactants are: CS(O)(=O)=O.[CH3:6][O:7][C:8]1[CH:9]=[C:10]2[C:15](=[CH:16][CH:17]=1)[C:14](=[O:18])[CH:13]([CH2:19][C:20]([OH:22])=[O:21])[CH2:12][CH2:11]2.[CH2:23](O)[CH3:24]. (2) Given the product [C:24]1([CH2:23][CH2:22][O:21][CH:18]2[CH2:19][CH2:20][CH:15]([N:1]=[N+:2]=[N-:3])[CH2:16][CH:17]2[F:30])[CH:25]=[CH:26][CH:27]=[CH:28][CH:29]=1, predict the reactants needed to synthesize it. The reactants are: [N-:1]=[N+:2]=[N-:3].[Na+].CN(C)C=O.CS(O[CH:15]1[CH2:20][CH2:19][CH:18]([O:21][CH2:22][CH2:23][C:24]2[CH:29]=[CH:28][CH:27]=[CH:26][CH:25]=2)[CH:17]([F:30])[CH2:16]1)(=O)=O.C(=O)(O)[O-].[Na+].